This data is from Reaction yield outcomes from USPTO patents with 853,638 reactions. The task is: Predict the reaction yield, written as a fraction of the theoretical maximum amount of product (1.0 means a 100% yield; for example, 0.34 means a 34% yield). The reactants are [O:1]1[C@H:3]2[CH2:4][C:5]3[CH:6]=[CH:7][CH:8]=[CH:9][C:10]=3[C@@H:2]12.[C:11]([O:15][C:16](=[O:25])[NH:17][C:18]([CH:21]1[CH2:24][NH:23][CH2:22]1)([CH3:20])[CH3:19])([CH3:14])([CH3:13])[CH3:12]. No catalyst specified. The product is [OH:1][C@H:3]1[CH2:4][C:5]2[C:10](=[CH:9][CH:8]=[CH:7][CH:6]=2)[C@@H:2]1[N:23]1[CH2:24][CH:21]([C:18]([NH:17][C:16](=[O:25])[O:15][C:11]([CH3:14])([CH3:13])[CH3:12])([CH3:20])[CH3:19])[CH2:22]1. The yield is 0.530.